Dataset: Catalyst prediction with 721,799 reactions and 888 catalyst types from USPTO. Task: Predict which catalyst facilitates the given reaction. (1) Reactant: [NH2:1][C:2]([CH3:27])([CH3:26])[C@H:3]([NH:8][C:9](=[O:25])[C:10]1[CH:15]=[CH:14][C:13]([C:16]#[C:17][C:18]#[C:19][C@@H:20]([OH:24])[CH2:21][CH2:22][OH:23])=[CH:12][CH:11]=1)[C:4](OC)=[O:5].[NH2:28][OH:29].C(O)(=O)C. Product: [NH2:1][C:2]([CH3:27])([CH3:26])[C@H:3]([NH:8][C:9](=[O:25])[C:10]1[CH:15]=[CH:14][C:13]([C:16]#[C:17][C:18]#[C:19][C@@H:20]([OH:24])[CH2:21][CH2:22][OH:23])=[CH:12][CH:11]=1)[C:4]([NH:28][OH:29])=[O:5]. The catalyst class is: 378. (2) Reactant: C(OC(=O)[NH:7][C@H:8]([C:10]1[CH:15]=[CH:14][C:13]([Br:16])=[CH:12][N:11]=1)[CH3:9])(C)(C)C.Cl.O1CCOCC1. Product: [Br:16][C:13]1[CH:14]=[CH:15][C:10]([C@@H:8]([NH2:7])[CH3:9])=[N:11][CH:12]=1. The catalyst class is: 2. (3) Reactant: Cl[C:2]1[N:7]=[C:6]([NH:8][CH2:9][C:10]([CH3:13])([CH3:12])[CH3:11])[C:5]([CH2:14][NH:15][C:16](=[O:26])[CH2:17][C:18]2[CH:23]=[CH:22][C:21]([O:24][CH3:25])=[CH:20][CH:19]=2)=[CH:4][N:3]=1.[C-]#N.[K+].[N:30]12CCN(CC1)C[CH2:31]2. Product: [C:31]([C:2]1[N:7]=[C:6]([NH:8][CH2:9][C:10]([CH3:13])([CH3:12])[CH3:11])[C:5]([CH2:14][NH:15][C:16](=[O:26])[CH2:17][C:18]2[CH:23]=[CH:22][C:21]([O:24][CH3:25])=[CH:20][CH:19]=2)=[CH:4][N:3]=1)#[N:30]. The catalyst class is: 58. (4) Reactant: [H-].[Na+].[NH:3]1[CH:7]=[CH:6][CH:5]=[N:4]1.[Br:8][C:9]1[CH:14]=[CH:13][CH:12]=[C:11](F)[CH:10]=1. Product: [Br:8][C:9]1[CH:10]=[C:11]([N:3]2[CH:7]=[CH:6][CH:5]=[N:4]2)[CH:12]=[CH:13][CH:14]=1. The catalyst class is: 3.